This data is from Forward reaction prediction with 1.9M reactions from USPTO patents (1976-2016). The task is: Predict the product of the given reaction. (1) Given the reactants Br[C:2]1[N:3]=[CH:4][C:5]([NH2:14])=[N:6][C:7]=1[C:8]1[CH:9]=[N:10][CH:11]=[CH:12][CH:13]=1.CC1(C)C(C)(C)OB([C:23]2[CH:28]=[CH:27][N:26]=[CH:25][CH:24]=2)O1.C(=O)([O-])[O-].[Cs+].[Cs+], predict the reaction product. The product is: [N:10]1[CH:11]=[CH:12][CH:13]=[C:8]([C:7]2[N:6]=[C:5]([NH2:14])[CH:4]=[N:3][C:2]=2[C:23]2[CH:28]=[CH:27][N:26]=[CH:25][CH:24]=2)[CH:9]=1. (2) Given the reactants [CH3:1][O:2][C:3](=[O:34])[CH2:4][C@H:5]1[C:9]2[CH:10]=[CH:11][C:12]([O:14][C@H:15]3[C:23]4[C:18](=[C:19](B5OC(C)(C)C(C)(C)O5)[CH:20]=[CH:21][C:22]=4[F:24])[CH2:17][CH2:16]3)=[CH:13][C:8]=2[O:7][CH2:6]1.Br[C:36]1[C:41]([CH3:42])=[CH:40][C:39]([C:43]2[C:44]([CH3:50])=[N:45][N:46]([CH3:49])[C:47]=2[CH3:48])=[CH:38][C:37]=1[CH3:51].BrC1C=CC(F)=C2C=1CC[C@H]2OC1C=CC2[C@H](CC(OC)=O)COC=2C=1, predict the reaction product. The product is: [CH3:1][O:2][C:3](=[O:34])[CH2:4][C@H:5]1[C:9]2[CH:10]=[CH:11][C:12]([O:14][C@H:15]3[C:23]4[C:18](=[C:19]([C:36]5[C:37]([CH3:51])=[CH:38][C:39]([C:43]6[C:44]([CH3:50])=[N:45][N:46]([CH3:49])[C:47]=6[CH3:48])=[CH:40][C:41]=5[CH3:42])[CH:20]=[CH:21][C:22]=4[F:24])[CH2:17][CH2:16]3)=[CH:13][C:8]=2[O:7][CH2:6]1. (3) The product is: [F:36]/[C:21](/[C:17]1[CH:18]=[C:19]([CH3:20])[N:15]([CH2:14][C:10]2[CH:9]=[C:8]([C:5]3([OH:4])[CH2:7][CH2:6]3)[CH:13]=[CH:12][CH:11]=2)[N:16]=1)=[CH:22]\[C:23]1[CH:24]=[CH:25][C:26]([C:29]([CH3:35])([CH3:34])[C:30]([F:31])([F:32])[F:33])=[CH:27][CH:28]=1. Given the reactants C([O:4][C:5]1([C:8]2[CH:13]=[CH:12][CH:11]=[C:10]([CH2:14][N:15]3[C:19]([CH3:20])=[CH:18][C:17](/[C:21](/[F:36])=[CH:22]/[C:23]4[CH:28]=[CH:27][C:26]([C:29]([CH3:35])([CH3:34])[C:30]([F:33])([F:32])[F:31])=[CH:25][CH:24]=4)=[N:16]3)[CH:9]=2)[CH2:7][CH2:6]1)(=O)C.C[Mg]Br, predict the reaction product. (4) Given the reactants S(Cl)(Cl)=O.C(OC([N:12]1[CH2:15][CH:14]([C:16]([OH:18])=[O:17])[CH2:13]1)=O)(C)(C)C.[CH3:19][CH2:20]O, predict the reaction product. The product is: [CH2:19]([O:18][C:16]([CH:14]1[CH2:13][NH:12][CH2:15]1)=[O:17])[CH3:20]. (5) Given the reactants [P:1]([CH:5]([P:21]([OH:24])([OH:23])=[O:22])[CH2:6]SCCCCCCCCCCC(O)=O)([OH:4])([OH:3])=[O:2].[NH2:25][CH2:26][CH2:27][CH2:28][CH2:29][CH2:30][C:31]([OH:33])=[O:32], predict the reaction product. The product is: [P:1]([CH:5]([P:21]([OH:24])([OH:23])=[O:22])[CH2:6][NH:25][CH2:26][CH2:27][CH2:28][CH2:29][CH2:30][C:31]([OH:33])=[O:32])([OH:4])([OH:3])=[O:2].